This data is from Catalyst prediction with 721,799 reactions and 888 catalyst types from USPTO. The task is: Predict which catalyst facilitates the given reaction. (1) Product: [Cl:1][C:2]1[CH:11]=[C:6]([C:7]([O:9][CH3:10])=[O:8])[C:5]2[O:12][C:13]([C:14]#[N:15])=[CH:16][C:4]=2[CH:3]=1. The catalyst class is: 9. Reactant: [Cl:1][C:2]1[CH:3]=[C:4]([CH:16]=O)[C:5]([O:12][CH2:13][C:14]#[N:15])=[C:6]([CH:11]=1)[C:7]([O:9][CH3:10])=[O:8].C([O-])([O-])=O.[K+].[K+].O. (2) Reactant: FC(F)(F)C(O)=O.[CH2:8]1[C:11]2([CH2:14][CH:13]([NH:15][C:16]([O:18][CH2:19][C:20]3[O:24][N:23]=[C:22]([C:25]([O:27][CH2:28][CH3:29])=[O:26])[CH:21]=3)=[O:17])[CH2:12]2)[CH2:10][NH:9]1.Cl[C:31]1[CH:40]=[CH:39][C:38]2[C:33](=[CH:34][CH:35]=[C:36]([F:41])[CH:37]=2)[N:32]=1.C(N(CC)C(C)C)(C)C. Product: [F:41][C:36]1[CH:37]=[C:38]2[C:33](=[CH:34][CH:35]=1)[N:32]=[C:31]([N:9]1[CH2:10][C:11]3([CH2:12][CH:13]([NH:15][C:16]([O:18][CH2:19][C:20]4[O:24][N:23]=[C:22]([C:25]([O:27][CH2:28][CH3:29])=[O:26])[CH:21]=4)=[O:17])[CH2:14]3)[CH2:8]1)[CH:40]=[CH:39]2. The catalyst class is: 98. (3) Reactant: [CH2:1]([O:3][C:4](=[O:36])[N:5]([CH:12]([C:20]1[CH:25]=[CH:24][C:23]([O:26]CC2C=CC=CC=2)=[C:22]([O:34][CH3:35])[CH:21]=1)[CH2:13][C:14]1[CH:19]=[CH:18][CH:17]=[CH:16][CH:15]=1)CC(OC)OC)[CH3:2].[C:37](OCC)(=[O:39])C.CCCCCC. Product: [CH2:1]([O:3][C:4](=[O:36])[NH:5][CH:12]([C:20]1[CH:25]=[CH:24][C:23]([OH:26])=[C:22]([O:34][CH3:35])[CH:21]=1)[CH2:13][C:14]1[CH:19]=[CH:18][CH:17]=[C:16]([O:39][CH3:37])[CH:15]=1)[CH3:2]. The catalyst class is: 604. (4) Reactant: [O:1]=[C:2]([CH3:18])[CH2:3][C:4]1[CH:9]=[CH:8][N:7]=[C:6]([NH:10][C:11](=[O:17])[O:12][C:13]([CH3:16])([CH3:15])[CH3:14])[CH:5]=1.[BH4-].[Na+]. Product: [OH:1][CH:2]([CH3:18])[CH2:3][C:4]1[CH:9]=[CH:8][N:7]=[C:6]([NH:10][C:11](=[O:17])[O:12][C:13]([CH3:15])([CH3:14])[CH3:16])[CH:5]=1. The catalyst class is: 5. (5) Product: [Si:22]([O:9][CH2:8][C@H:5]1[O:4][C@@H:3]([N:10]2[CH:17]=[CH:16][C:14]([NH2:15])=[N:13][C:11]2=[O:12])[C@H:2]([F:1])[C@@H:6]1[OH:7])([C:19]([CH3:21])([CH3:20])[CH3:18])([CH3:24])[CH3:23]. Reactant: [F:1][C@@H:2]1[C@H:6]([OH:7])[C@@H:5]([CH2:8][OH:9])[O:4][C@H:3]1[N:10]1[CH:17]=[CH:16][C:14]([NH2:15])=[N:13][C:11]1=[O:12].[CH3:18][C:19]([Si:22](Cl)([CH3:24])[CH3:23])([CH3:21])[CH3:20]. The catalyst class is: 17. (6) Reactant: [F:1][CH:2]([F:17])[CH2:3][O:4][C:5]1[C:6]([CH3:16])=[CH:7][C:8]([C:11](OCC)=[O:12])=[N:9][CH:10]=1.[Cl-].[Ca+2].[Cl-].[BH4-].[Na+].CCOC(C)=O. Product: [F:17][CH:2]([F:1])[CH2:3][O:4][C:5]1[C:6]([CH3:16])=[CH:7][C:8]([CH2:11][OH:12])=[N:9][CH:10]=1. The catalyst class is: 242. (7) Reactant: Cl.[Cl:2][C:3]1[CH:4]=[C:5]([F:23])[C:6]([O:9][CH:10]2[CH2:15][CH2:14][N:13](C(OC(C)(C)C)=O)[CH2:12][CH2:11]2)=[N:7][CH:8]=1. Product: [ClH:2].[Cl:2][C:3]1[CH:4]=[C:5]([F:23])[C:6]([O:9][CH:10]2[CH2:11][CH2:12][NH:13][CH2:14][CH2:15]2)=[N:7][CH:8]=1. The catalyst class is: 12. (8) Reactant: Cl.[Cl:2][C:3]1[CH:8]=[CH:7][C:6]([C:9]2[N:10]([C:25]3[CH:30]=[CH:29][CH:28]=[CH:27][C:26]=3[Cl:31])[N:11]=[C:12]3[C:17]([N:18]4[CH2:23][CH:22]5[CH2:24][CH:19]4[CH2:20][NH:21]5)=[N:16][CH:15]=[N:14][C:13]=23)=[CH:5][CH:4]=1.[Cl-].C([NH+](CC)CC)C.C(N(CC)CC)C.[C:47]1(=O)[CH2:51][CH2:50][CH2:49][CH2:48]1.[BH4-]. Product: [Cl:2][C:3]1[CH:8]=[CH:7][C:6]([C:9]2[N:10]([C:25]3[CH:30]=[CH:29][CH:28]=[CH:27][C:26]=3[Cl:31])[N:11]=[C:12]3[C:17]([N:18]4[CH2:23][CH:22]5[CH2:24][CH:19]4[CH2:20][N:21]5[CH:47]4[CH2:51][CH2:50][CH2:49][CH2:48]4)=[N:16][CH:15]=[N:14][C:13]=23)=[CH:5][CH:4]=1. The catalyst class is: 8. (9) Reactant: [F:1][C:2]1[CH:7]=[CH:6][C:5]([N:8]2[CH2:13][CH2:12][NH:11][CH:10]([CH3:14])[CH2:9]2)=[C:4]([C:15]([F:18])([F:17])[F:16])[CH:3]=1.CCN(C(C)C)C(C)C.[CH3:28][O:29][C:30]1[CH:35]=[CH:34][C:33]([S:36](Cl)(=[O:38])=[O:37])=[CH:32][CH:31]=1. Product: [F:1][C:2]1[CH:7]=[CH:6][C:5]([N:8]2[CH2:13][CH2:12][N:11]([S:36]([C:33]3[CH:32]=[CH:31][C:30]([O:29][CH3:28])=[CH:35][CH:34]=3)(=[O:38])=[O:37])[C@H:10]([CH3:14])[CH2:9]2)=[C:4]([C:15]([F:17])([F:16])[F:18])[CH:3]=1. The catalyst class is: 2.